Task: Predict the product of the given reaction.. Dataset: Forward reaction prediction with 1.9M reactions from USPTO patents (1976-2016) Given the reactants [NH2:1][C:2]1[CH:3]=[C:4]([CH:9]=[C:10]([C:12]2[CH:17]=[CH:16][N:15]=[CH:14][CH:13]=2)[CH:11]=1)[C:5]([O:7][CH3:8])=[O:6].[C:18]([O:22][C:23]([C@@H:25]([CH2:29][C:30]1[CH:35]=[CH:34][CH:33]=[CH:32][CH:31]=1)[C:26](O)=[O:27])=[O:24])([CH3:21])([CH3:20])[CH3:19].C(N(C(C)C)CC)(C)C.F[P-](F)(F)(F)(F)F.N1(OC(N(C)C)=[N+](C)C)C2C=CC=CC=2N=N1, predict the reaction product. The product is: [C:18]([O:22][C:23]([C@@H:25]([CH2:29][C:30]1[CH:31]=[CH:32][CH:33]=[CH:34][CH:35]=1)[C:26]([NH:1][C:2]1[CH:3]=[C:4]([CH:9]=[C:10]([C:12]2[CH:17]=[CH:16][N:15]=[CH:14][CH:13]=2)[CH:11]=1)[C:5]([O:7][CH3:8])=[O:6])=[O:27])=[O:24])([CH3:21])([CH3:19])[CH3:20].